Predict the reactants needed to synthesize the given product. From a dataset of Full USPTO retrosynthesis dataset with 1.9M reactions from patents (1976-2016). Given the product [CH2:1]([CH:3]([N:6]1[CH2:11][CH2:10][N:9]([C:12]([C:14]2[CH:21]=[CH:20][C:17]([CH2:18][N:22]3[CH2:26][CH2:25][CH2:24][CH2:23]3)=[CH:16][CH:15]=2)=[O:13])[CH2:8][CH2:7]1)[CH2:4][CH3:5])[CH3:2], predict the reactants needed to synthesize it. The reactants are: [CH2:1]([CH:3]([N:6]1[CH2:11][CH2:10][N:9]([C:12]([C:14]2[CH:21]=[CH:20][C:17]([CH:18]=O)=[CH:16][CH:15]=2)=[O:13])[CH2:8][CH2:7]1)[CH2:4][CH3:5])[CH3:2].[NH:22]1[CH2:26][CH2:25][CH2:24][CH2:23]1.